Task: Predict which catalyst facilitates the given reaction.. Dataset: Catalyst prediction with 721,799 reactions and 888 catalyst types from USPTO (1) Reactant: [Br:1][C:2]1[N:7]=[CH:6][C:5]([C:8]([C:10]2[CH:15]=[CH:14][CH:13]=[CH:12][CH:11]=2)=O)=[CH:4][CH:3]=1.Cl.[OH:17][NH2:18].C(=O)([O-])[O-].[Na+].[Na+]. Product: [Br:1][C:2]1[N:7]=[CH:6][C:5]([C:8]([C:10]2[CH:15]=[CH:14][CH:13]=[CH:12][CH:11]=2)=[N:18][OH:17])=[CH:4][CH:3]=1. The catalyst class is: 8. (2) Reactant: [Br:1][C:2]1[CH:3]=[N+:4]([O-:11])[CH:5]=[CH:6][C:7]=1[N+]([O-])=O.[O-:12][CH2:13][CH3:14].[Na+]. Product: [Br:1][C:2]1[CH:3]=[N+:4]([O-:11])[CH:5]=[CH:6][C:7]=1[O:12][CH2:13][CH3:14]. The catalyst class is: 14. (3) Reactant: [CH3:1][C:2]1[C:10]2[C:9](=[O:11])[CH2:8][C:7]([CH3:13])([CH3:12])[CH2:6][C:5]=2[NH:4][CH:3]=1.[H-].[Na+].F[C:17]1[CH:26]=[C:25]2[C:20]([C:21]([CH3:28])=[N:22][C:23]([NH2:27])=[N:24]2)=[CH:19][CH:18]=1. Product: [NH2:27][C:23]1[N:22]=[C:21]([CH3:28])[C:20]2[C:25](=[CH:26][C:17]([N:4]3[C:5]4[CH2:6][C:7]([CH3:13])([CH3:12])[CH2:8][C:9](=[O:11])[C:10]=4[C:2]([CH3:1])=[CH:3]3)=[CH:18][CH:19]=2)[N:24]=1. The catalyst class is: 9. (4) Reactant: [C-:1]#[N:2].[Na+].COS([O-])(=O)=O.CO[N+:12]1[CH:17]=[C:16]([CH3:18])[CH:15]=[C:14]([CH3:19])[CH:13]=1. Product: [C:1]([C:13]1[C:14]([CH3:19])=[CH:15][C:16]([CH3:18])=[CH:17][N:12]=1)#[N:2]. The catalyst class is: 6. (5) Reactant: [O-:1][CH2:2][CH3:3].[Na+].[Na].[F:6][C:7]1[CH:8]=[N:9][N:10]([CH:12]([CH3:15])[C:13]#[N:14])[CH:11]=1. Product: [F:6][C:7]1[CH:8]=[N:9][N:10]([CH:12]([CH3:15])[C:13](=[NH:14])[O:1][CH2:2][CH3:3])[CH:11]=1. The catalyst class is: 8.